Dataset: Full USPTO retrosynthesis dataset with 1.9M reactions from patents (1976-2016). Task: Predict the reactants needed to synthesize the given product. (1) Given the product [CH3:1][O:2][CH2:3][CH2:4][N:5]1[CH2:10][CH2:9][N:8]([CH2:11][C:12]2[CH:13]=[C:14]3[N:20]=[C:19]([C:21]4[CH:27]=[CH:26][CH:25]=[CH:24][C:22]=4[NH:23][C:39]([C:37]4[N:38]=[C:34]([C:28]5[CH:29]=[CH:30][CH:31]=[CH:32][CH:33]=5)[S:35][CH:36]=4)=[O:40])[S:18][C:15]3=[N:16][CH:17]=2)[CH2:7][CH2:6]1, predict the reactants needed to synthesize it. The reactants are: [CH3:1][O:2][CH2:3][CH2:4][N:5]1[CH2:10][CH2:9][N:8]([CH2:11][C:12]2[CH:13]=[C:14]3[N:20]=[C:19]([C:21]4[CH:27]=[CH:26][CH:25]=[CH:24][C:22]=4[NH2:23])[S:18][C:15]3=[N:16][CH:17]=2)[CH2:7][CH2:6]1.[C:28]1([C:34]2[S:35][CH:36]=[C:37]([C:39](O)=[O:40])[N:38]=2)[CH:33]=[CH:32][CH:31]=[CH:30][CH:29]=1.CN(C(ON1N=NC2C=CC=NC1=2)=[N+](C)C)C.F[P-](F)(F)(F)(F)F.CCN(C(C)C)C(C)C. (2) Given the product [NH:1]1[C:5]2[CH2:6][CH2:7][CH2:8][C:4]=2[C:3]([C:9]#[N:11])=[N:2]1, predict the reactants needed to synthesize it. The reactants are: [NH:1]1[C:5]2[CH2:6][CH2:7][CH2:8][C:4]=2[C:3]([C:9]([NH2:11])=O)=[N:2]1.[Cl-].[Na+].P(Cl)(Cl)(Cl)=O. (3) Given the product [NH2:1][C:2]1[CH:7]=[CH:6][C:5]([Cl:8])=[CH:4][C:3]=1[CH:9]([C:11]1[CH:16]=[C:15]([Cl:17])[CH:14]=[CH:13][C:12]=1[Cl:18])[OH:10], predict the reactants needed to synthesize it. The reactants are: [NH2:1][C:2]1[CH:7]=[CH:6][C:5]([Cl:8])=[CH:4][C:3]=1[C:9]([C:11]1[CH:16]=[C:15]([Cl:17])[CH:14]=[CH:13][C:12]=1[Cl:18])=[O:10].[BH4-].[Na+]. (4) Given the product [CH2:3]([O:7][C:8]1[CH:13]=[C:12]([CH2:14][CH2:15][C:16]([OH:18])=[O:17])[CH:11]=[CH:10][C:9]=1[C:20]1[CH:25]=[CH:24][CH:23]=[C:22]([N:26]([CH3:35])[C:27]([NH:29][CH2:30][CH2:31][CH2:32][CH2:33][CH3:34])=[O:28])[CH:21]=1)[CH2:4][CH2:5][CH3:6], predict the reactants needed to synthesize it. The reactants are: [OH-].[Na+].[CH2:3]([O:7][C:8]1[CH:13]=[C:12]([CH2:14][CH2:15][C:16]([O:18]C)=[O:17])[CH:11]=[CH:10][C:9]=1[C:20]1[CH:25]=[CH:24][CH:23]=[C:22]([N:26]([CH3:35])[C:27]([NH:29][CH2:30][CH2:31][CH2:32][CH2:33][CH3:34])=[O:28])[CH:21]=1)[CH2:4][CH2:5][CH3:6]. (5) Given the product [Cl:13][C:5]1[C:4]2[C:9](=[CH:10][CH:11]=[C:2]([NH:21][CH2:20][C:19]3[CH:22]=[CH:23][CH:24]=[C:17]([O:16][CH:15]([F:14])[F:25])[CH:18]=3)[CH:3]=2)[C:8](=[O:12])[NH:7][N:6]=1, predict the reactants needed to synthesize it. The reactants are: Br[C:2]1[CH:3]=[C:4]2[C:9](=[CH:10][CH:11]=1)[C:8](=[O:12])[NH:7][N:6]=[C:5]2[Cl:13].[F:14][CH:15]([F:25])[O:16][C:17]1[CH:18]=[C:19]([CH:22]=[CH:23][CH:24]=1)[CH2:20][NH2:21].C1C=CC(P(C2C(C3C(P(C4C=CC=CC=4)C4C=CC=CC=4)=CC=C4C=3C=CC=C4)=C3C(C=CC=C3)=CC=2)C2C=CC=CC=2)=CC=1.CC([O-])(C)C.[Na+]. (6) Given the product [F:1][C:2]1[CH:3]=[CH:4][C:5]2[N:9]=[CH:8][N:7]([CH2:10][C:11]([OH:16])=[O:12])[C:6]=2[C:13]=1[F:14], predict the reactants needed to synthesize it. The reactants are: [F:1][C:2]1[CH:3]=[CH:4][C:5]2[N:9]=[CH:8][N:7]([CH2:10][CH2:11][OH:12])[C:6]=2[C:13]=1[F:14].P([O-])([O-])([O-])=[O:16].[Na+].[Na+].[Na+].CC1(C)N([O])C(C)(C)CCC1.[O-]Cl=O.[Na+].[O-]Cl.[Na+].[O-]S([O-])=O.[Na+].[Na+].[OH-].[Na+]. (7) Given the product [F:23][C:22]([F:25])([F:24])[C:20]([OH:26])=[O:21].[CH3:18][C:17]1[CH2:16][CH2:15][C@@H:9]([C:10]([O:12][CH2:13][CH3:14])=[O:11])[N:8]=1, predict the reactants needed to synthesize it. The reactants are: C(OC([NH:8][C@@H:9]([CH2:15][CH2:16][C:17](=O)[CH3:18])[C:10]([O:12][CH2:13][CH3:14])=[O:11])=O)(C)(C)C.[C:20]([OH:26])([C:22]([F:25])([F:24])[F:23])=[O:21]. (8) Given the product [CH3:23][N:24](/[CH:26]=[C:5](/[C:4](=[O:10])[CH2:3][CH:2]([CH3:11])[CH3:1])\[C:6]([O:8][CH3:9])=[O:7])[CH3:25], predict the reactants needed to synthesize it. The reactants are: [CH3:1][CH:2]([CH3:11])[CH2:3][C:4](=[O:10])[CH2:5][C:6]([O:8][CH3:9])=[O:7].C1(C(C(=[CH:23][N:24]([CH3:26])[CH3:25])C(OCC)=O)=O)CC1.